Dataset: Forward reaction prediction with 1.9M reactions from USPTO patents (1976-2016). Task: Predict the product of the given reaction. (1) Given the reactants [O:1]=[S:2]1(=[O:35])[C:8]2[CH:9]=[C:10]([O:14][CH2:15][C:16]([O:18]CC)=[O:17])[C:11]([Br:13])=[CH:12][C:7]=2[N:6]([C:21]2[CH:26]=[CH:25][CH:24]=[CH:23][CH:22]=2)[CH2:5][C:4]([CH2:31][CH2:32][CH2:33][CH3:34])([CH2:27][CH2:28][CH2:29][CH3:30])[NH:3]1.[OH-].[Na+], predict the reaction product. The product is: [O:35]=[S:2]1(=[O:1])[C:8]2[CH:9]=[C:10]([O:14][CH2:15][C:16]([OH:18])=[O:17])[C:11]([Br:13])=[CH:12][C:7]=2[N:6]([C:21]2[CH:22]=[CH:23][CH:24]=[CH:25][CH:26]=2)[CH2:5][C:4]([CH2:31][CH2:32][CH2:33][CH3:34])([CH2:27][CH2:28][CH2:29][CH3:30])[NH:3]1. (2) Given the reactants [Br:1][C:2]1[S:6][CH:5]=[C:4]([C:7]([OH:9])=O)[CH:3]=1.[NH2:10][CH:11]([C:21]1[CH:26]=[CH:25][CH:24]=[CH:23][CH:22]=1)[CH2:12][NH:13][C:14](=[O:20])[O:15][C:16]([CH3:19])([CH3:18])[CH3:17].C(N(C(C)C)CC)(C)C.C1CN([P+](Br)(N2CCCC2)N2CCCC2)CC1.F[P-](F)(F)(F)(F)F, predict the reaction product. The product is: [Br:1][C:2]1[S:6][CH:5]=[C:4]([C:7]([NH:10][CH:11]([C:21]2[CH:26]=[CH:25][CH:24]=[CH:23][CH:22]=2)[CH2:12][NH:13][C:14](=[O:20])[O:15][C:16]([CH3:19])([CH3:17])[CH3:18])=[O:9])[CH:3]=1. (3) Given the reactants Cl[C:2]1[CH:3]=[CH:4][C:5]2[N:6]([C:8]([CH2:15][N:16]3[CH2:20][CH:19]([CH2:21][CH2:22][CH3:23])[CH2:18][C:17]3=[O:24])=[C:9]([C:11]([F:14])([F:13])[F:12])[N:10]=2)[N:7]=1.[OH-:25].[Na+].C(#N)C.O, predict the reaction product. The product is: [OH:25][C:2]1[CH:3]=[CH:4][C:5]2[N:6]([C:8]([CH2:15][N:16]3[CH2:20][CH:19]([CH2:21][CH2:22][CH3:23])[CH2:18][C:17]3=[O:24])=[C:9]([C:11]([F:14])([F:13])[F:12])[N:10]=2)[N:7]=1. (4) Given the reactants [N:1]1[CH:6]=[CH:5][CH:4]=[CH:3][C:2]=1[N:7]1[CH:11]=[C:10]([C:12]2[CH:13]=[N:14][NH:15][C:16]=2[NH2:17])[CH:9]=[N:8]1.O=[C:19]1[CH2:23][CH2:22][CH2:21][CH:20]1[C:24](OCC)=[O:25], predict the reaction product. The product is: [N:1]1[CH:6]=[CH:5][CH:4]=[CH:3][C:2]=1[N:7]1[CH:11]=[C:10]([C:12]2[CH:13]=[N:14][N:15]3[C:24](=[O:25])[C:20]4[CH2:21][CH2:22][CH2:23][C:19]=4[NH:17][C:16]=23)[CH:9]=[N:8]1.